Dataset: Reaction yield outcomes from USPTO patents with 853,638 reactions. Task: Predict the reaction yield, written as a fraction of the theoretical maximum amount of product (1.0 means a 100% yield; for example, 0.34 means a 34% yield). (1) The reactants are [CH3:1][O:2][CH2:3][CH2:4][CH2:5][NH:6][C:7]1[CH:14]=[CH:13][CH:12]=[C:11]([N+:15]([O-])=O)[C:8]=1[C:9]#[N:10].C1CCCCC=1. The catalyst is CCO.[Pd]. The product is [NH2:15][C:11]1[CH:12]=[CH:13][CH:14]=[C:7]([NH:6][CH2:5][CH2:4][CH2:3][O:2][CH3:1])[C:8]=1[C:9]#[N:10]. The yield is 0.840. (2) The reactants are [H-].[Na+].[CH2:3]([N:5]1[C:14]2[CH:13]=[CH:12][C:11]([CH3:15])=[CH:10][C:9]=2[C:8](=[O:16])[C:7]2[N:17]([CH3:20])[N:18]=[CH:19][C:6]1=2)[CH3:4].I[CH2:22][CH2:23]CC.O. The catalyst is O1CCCC1. The product is [CH2:3]([N:5]1[C:14]2[CH:13]=[CH:12][C:11]([CH3:15])=[CH:10][C:9]=2[C:8](=[O:16])[C:7]2[N:17]([CH3:20])[N:18]=[CH:19][C:6]1=2)[CH2:4][CH2:22][CH3:23]. The yield is 0.530. (3) The reactants are [Br:1][C:2]1[C:10]2[O:9][C:8]([CH3:12])([CH3:11])[CH:7](O)[C:6]=2[C:5]([CH3:14])=[C:4]([NH:15][C:16](=[O:22])[O:17][C:18]([CH3:21])([CH3:20])[CH3:19])[C:3]=1[CH3:23].[NH:24]1[CH2:28][CH2:27][CH2:26][CH2:25]1. No catalyst specified. The product is [Br:1][C:2]1[C:10]2[O:9][C:8]([CH3:12])([CH3:11])[CH:7]([N:24]3[CH2:28][CH2:27][CH2:26][CH2:25]3)[C:6]=2[C:5]([CH3:14])=[C:4]([NH:15][C:16](=[O:22])[O:17][C:18]([CH3:19])([CH3:21])[CH3:20])[C:3]=1[CH3:23]. The yield is 0.430. (4) The reactants are Cl[CH2:2][C:3]([N:5]([CH:14]([C:24]1[CH:29]=[CH:28][C:27]([F:30])=[CH:26][C:25]=1[F:31])[C:15]([NH:17][CH:18]1[CH2:23][CH2:22][CH2:21][CH2:20][CH2:19]1)=[O:16])[C:6]1[CH:11]=[CH:10][C:9]([F:12])=[C:8]([F:13])[CH:7]=1)=[O:4].[Cl:32][C:33]1[N:34]=[CH:35][NH:36][C:37]=1[Cl:38].CCN(CC)CC. The catalyst is C(Cl)Cl.CCCC[N+](CCCC)(CCCC)CCCC.[I-]. The product is [CH:18]1([NH:17][C:15](=[O:16])[CH:14]([N:5]([C:6]2[CH:11]=[CH:10][C:9]([F:12])=[C:8]([F:13])[CH:7]=2)[C:3](=[O:4])[CH2:2][N:34]2[C:33]([Cl:32])=[C:37]([Cl:38])[N:36]=[CH:35]2)[C:24]2[CH:29]=[CH:28][C:27]([F:30])=[CH:26][C:25]=2[F:31])[CH2:23][CH2:22][CH2:21][CH2:20][CH2:19]1. The yield is 0.640. (5) The reactants are [F:1][C:2]1[CH:7]=[C:6]([F:8])[CH:5]=[CH:4][C:3]=1[C@@H:9]1[CH2:13][NH:12][CH2:11][CH:10]1[C:14]#[N:15].[C:16](O[C:16]([O:18][C:19]([CH3:22])([CH3:21])[CH3:20])=[O:17])([O:18][C:19]([CH3:22])([CH3:21])[CH3:20])=[O:17]. The catalyst is CN(C1C=CN=CC=1)C.C(Cl)Cl. The product is [C:16]([N:12]1[CH2:13][C@@H:9]([C:3]2[CH:4]=[CH:5][C:6]([F:8])=[CH:7][C:2]=2[F:1])[CH:10]([C:14]#[N:15])[CH2:11]1)([O:18][C:19]([CH3:22])([CH3:21])[CH3:20])=[O:17]. The yield is 0.720. (6) The reactants are [Cl:1][C:2]1[CH:3]=[CH:4][C:5]([NH:18][CH2:19][CH:20]2[CH2:25][CH2:24][NH:23][CH2:22][CH2:21]2)=[C:6]([CH:17]=1)[C:7]([NH:9][C:10]1[CH:15]=[CH:14][C:13]([CH3:16])=[CH:12][N:11]=1)=[O:8].[S:26]1[CH2:30][CH2:29][C:28](=O)[CH2:27]1.C([BH3-])#N.[Na+]. The catalyst is CO.C(O)(=O)C.O1CCCC1. The product is [Cl:1][C:2]1[CH:3]=[CH:4][C:5]([NH:18][CH2:19][CH:20]2[CH2:25][CH2:24][N:23]([CH:28]3[CH2:29][CH2:30][S:26][CH2:27]3)[CH2:22][CH2:21]2)=[C:6]([CH:17]=1)[C:7]([NH:9][C:10]1[CH:15]=[CH:14][C:13]([CH3:16])=[CH:12][N:11]=1)=[O:8]. The yield is 0.770.